Dataset: Retrosynthesis with 50K atom-mapped reactions and 10 reaction types from USPTO. Task: Predict the reactants needed to synthesize the given product. (1) Given the product C=CCCCCn1c(=O)ccn(C)c1=O, predict the reactants needed to synthesize it. The reactants are: C=CCCCCBr.Cn1ccc(=O)[nH]c1=O. (2) Given the product CCCCOC(=O)Nc1ccnc(CON=C(c2ccc(C)c(C(F)(F)F)c2)c2nnnn2C)n1, predict the reactants needed to synthesize it. The reactants are: CCCCOC(=O)Cl.Cc1ccc(C(=NOCc2nccc(N)n2)c2nnnn2C)cc1C(F)(F)F. (3) Given the product Cc1ccsc1C(=O)Nc1ccc(C(=O)N2Cc3ccccc3Cc3ccccc32)cc1, predict the reactants needed to synthesize it. The reactants are: Cc1ccsc1C(=O)Cl.Nc1ccc(C(=O)N2Cc3ccccc3Cc3ccccc32)cc1. (4) Given the product N#CCc1cccc2nn3c(C4CCNCC4)cc(=O)[nH]c3c12, predict the reactants needed to synthesize it. The reactants are: CC(C)(C)OC(=O)N1CCC(c2cc(=O)[nH]c3c4c(CC#N)cccc4nn23)CC1. (5) Given the product Cn1ncc(Cl)c1-c1cc(NC(=O)[C@H](CN)Cc2ccc(F)c(F)c2)sc1Cl, predict the reactants needed to synthesize it. The reactants are: Cn1ncc(Cl)c1-c1cc(NC(=O)[C@H](CNC(=O)OCc2ccccc2)Cc2ccc(F)c(F)c2)sc1Cl. (6) Given the product COCCS(=O)(=O)Nc1cccc(C2(C)C3CN(CCCc4ccccc4)CC32)c1, predict the reactants needed to synthesize it. The reactants are: CC1(c2cccc(N)c2)C2CN(CCCc3ccccc3)CC21.COCCS(=O)(=O)Cl. (7) Given the product CC(C)(C)OC(=O)NC1CCN(S(=O)(=O)c2ccc(N)c(Cl)c2)CC1, predict the reactants needed to synthesize it. The reactants are: CC(C)(C)OC(=O)NC1CCN(S(=O)(=O)c2ccc([N+](=O)[O-])c(Cl)c2)CC1. (8) Given the product CS(=O)CCC(CC#N)n1cc(-c2ncnc3[nH]ccc23)cn1, predict the reactants needed to synthesize it. The reactants are: CSCCC(CC#N)n1cc(-c2ncnc3[nH]ccc23)cn1.OO.